From a dataset of Forward reaction prediction with 1.9M reactions from USPTO patents (1976-2016). Predict the product of the given reaction. (1) The product is: [CH3:1][C:2]1[CH:8]=[CH:7][CH:6]=[C:5]([CH3:9])[C:3]=1[Br:19]. Given the reactants [CH3:1][C:2]1[CH:8]=[CH:7][CH:6]=[C:5]([CH3:9])[C:3]=1N.N([O-])=O.[Na+].S(=O)(=O)(O)N.[BrH:19], predict the reaction product. (2) Given the reactants [NH:1]1[C:9]2[C:4](=[C:5]([C:10]3[N:11]=[C:12]([N:22]4[CH2:27][CH2:26][O:25][CH2:24][CH2:23]4)[C:13]4[S:18][C:17]([C:19]([OH:21])=O)=[CH:16][C:14]=4[N:15]=3)[CH:6]=[CH:7][CH:8]=2)[CH:3]=[N:2]1.[CH3:28][CH:29]([CH3:32])[CH2:30][NH2:31], predict the reaction product. The product is: [NH:1]1[C:9]2[C:4](=[C:5]([C:10]3[N:11]=[C:12]([N:22]4[CH2:27][CH2:26][O:25][CH2:24][CH2:23]4)[C:13]4[S:18][C:17]([C:19]([NH:31][CH2:30][CH:29]([CH3:32])[CH3:28])=[O:21])=[CH:16][C:14]=4[N:15]=3)[CH:6]=[CH:7][CH:8]=2)[CH:3]=[N:2]1. (3) Given the reactants [C:1]1([CH2:11][C:12]([OH:14])=[O:13])[CH:6]=[CH:5][CH:4]=[C:3]([CH2:7][C:8]([OH:10])=O)[CH:2]=1.[CH3:15][O:16][C:17]1[CH:24]=[CH:23][C:20]([CH2:21]Br)=[CH:19][CH:18]=1.C(=O)([O-])O.[K+].Cl.C1C=CC2N(O)N=[N:37]C=2C=1.CCN=C=NCCCN(C)C.Cl.[Cl-].[NH4+], predict the reaction product. The product is: [NH2:37][C:8](=[O:10])[CH2:7][C:3]1[CH:2]=[C:1]([CH2:11][C:12]([O:14][CH2:21][C:20]2[CH:23]=[CH:24][C:17]([O:16][CH3:15])=[CH:18][CH:19]=2)=[O:13])[CH:6]=[CH:5][CH:4]=1. (4) Given the reactants FC(F)(F)C(O)=O.CC([N:12]([CH2:16][CH2:17][NH:18][S:19]([C:22]1[S:23][C:24]([C:27]2[CH:32]=[CH:31][N:30]=[C:29]3[NH:33][C:34]([CH3:36])=[CH:35][C:28]=23)=[CH:25][CH:26]=1)(=[O:21])=[O:20])C(=O)O)(C)C.C(O)(C(F)(F)F)=O, predict the reaction product. The product is: [NH2:12][CH2:16][CH2:17][NH:18][S:19]([C:22]1[S:23][C:24]([C:27]2[CH:32]=[CH:31][N:30]=[C:29]3[NH:33][C:34]([CH3:36])=[CH:35][C:28]=23)=[CH:25][CH:26]=1)(=[O:21])=[O:20]. (5) Given the reactants [Cl:1][C:2]1[CH:3]=[C:4]([CH2:9][C:10]([O:12][CH3:13])=[O:11])[CH:5]=[C:6]([Cl:8])[CH:7]=1.[Br:14]N1C(=O)CCC1=O.N(C(C)(C)C#N)=NC(C)(C)C#N, predict the reaction product. The product is: [Br:14][CH:9]([C:4]1[CH:3]=[C:2]([Cl:1])[CH:7]=[C:6]([Cl:8])[CH:5]=1)[C:10]([O:12][CH3:13])=[O:11].